From a dataset of Full USPTO retrosynthesis dataset with 1.9M reactions from patents (1976-2016). Predict the reactants needed to synthesize the given product. (1) Given the product [N:18]1[CH:23]=[CH:22][C:21](/[CH:24]=[N:10]/[NH:9][C:5]2[CH:6]=[CH:7][CH:8]=[C:3]([C:2]([F:11])([F:12])[F:1])[CH:4]=2)=[CH:20][CH:19]=1, predict the reactants needed to synthesize it. The reactants are: [F:1][C:2]([F:12])([F:11])[C:3]1[CH:4]=[C:5]([NH:9][NH2:10])[CH:6]=[CH:7][CH:8]=1.C([O-])(=O)C.[Na+].[N:18]1[CH:23]=[CH:22][C:21]([CH:24]=O)=[CH:20][CH:19]=1.[OH-].[NH4+]. (2) Given the product [NH2:8][C:5]1[C:4]([OH:11])=[CH:3][C:2]([F:1])=[CH:7][N:6]=1, predict the reactants needed to synthesize it. The reactants are: [F:1][C:2]1[CH:3]=[C:4]([OH:11])[C:5]([N+:8]([O-])=O)=[N:6][CH:7]=1. (3) Given the product [N+:8]([C:5]1[CH:6]=[CH:7][C:2]([C:12]2[CH:17]=[CH:16][C:15]([CH3:18])=[CH:14][CH:13]=2)=[CH:3][CH:4]=1)([O-:10])=[O:9], predict the reactants needed to synthesize it. The reactants are: Br[C:2]1[CH:7]=[CH:6][C:5]([N+:8]([O-:10])=[O:9])=[CH:4][CH:3]=1.Br[C:12]1[CH:17]=[CH:16][C:15]([CH3:18])=[CH:14][CH:13]=1. (4) Given the product [C:1]([O:5][C:6](=[O:20])[NH:7][C:8]1[CH:13]=[C:12]([CH3:14])[C:11]([C:15]([F:18])([F:17])[F:16])=[CH:10][C:9]=1[NH:19][C:26](=[O:25])[CH2:27][C:28]([C:30]1[CH:35]=[CH:34][CH:33]=[C:32]([C:36]2[CH:37]=[N:38][C:39]([CH3:42])=[CH:40][CH:41]=2)[CH:31]=1)=[O:29])([CH3:4])([CH3:2])[CH3:3], predict the reactants needed to synthesize it. The reactants are: [C:1]([O:5][C:6](=[O:20])[NH:7][C:8]1[CH:13]=[C:12]([CH3:14])[C:11]([C:15]([F:18])([F:17])[F:16])=[CH:10][C:9]=1[NH2:19])([CH3:4])([CH3:3])[CH3:2].C([O:25][C:26](=O)[CH2:27][C:28]([C:30]1[CH:35]=[CH:34][CH:33]=[C:32]([C:36]2[CH:37]=[N:38][C:39]([CH3:42])=[CH:40][CH:41]=2)[CH:31]=1)=[O:29])(C)(C)C. (5) The reactants are: [F:1][C:2]1[C:12]([SH:13])=[CH:11][CH:10]=[CH:9][C:3]=1[C:4]([O:6][CH2:7][CH3:8])=[O:5].C1C(=O)N(Cl)C(=O)C1.[Cl:22][C:23]1[C:31]([F:32])=[C:30]2[C:26]([CH:27]=[CH:28][NH:29]2)=[CH:25][CH:24]=1. Given the product [Cl:22][C:23]1[C:31]([F:32])=[C:30]2[C:26]([C:27]([S:13][C:12]3[C:2]([F:1])=[C:3]([CH:9]=[CH:10][CH:11]=3)[C:4]([O:6][CH2:7][CH3:8])=[O:5])=[CH:28][NH:29]2)=[CH:25][CH:24]=1, predict the reactants needed to synthesize it. (6) Given the product [Cl:1][C:2]1[CH:8]=[C:7]([O:9][C:10]2[S:14][N:13]=[C:12]([CH2:15][CH2:16][C:17]3[CH:22]=[CH:21][C:20]([Cl:23])=[CH:19][CH:18]=3)[N:11]=2)[C:6]([CH3:24])=[CH:5][C:3]=1/[N:4]=[CH:29]\[N:30]1[CH2:35][CH2:34][CH2:33][CH2:32][CH2:31]1, predict the reactants needed to synthesize it. The reactants are: [Cl:1][C:2]1[CH:8]=[C:7]([O:9][C:10]2[S:14][N:13]=[C:12]([CH2:15][CH2:16][C:17]3[CH:22]=[CH:21][C:20]([Cl:23])=[CH:19][CH:18]=3)[N:11]=2)[C:6]([CH3:24])=[CH:5][C:3]=1[NH2:4].CO.O([CH:29](OC)[N:30]1[CH2:35][CH2:34][CH2:33][CH2:32][CH2:31]1)C.